From a dataset of Catalyst prediction with 721,799 reactions and 888 catalyst types from USPTO. Predict which catalyst facilitates the given reaction. (1) Reactant: [CH3:1][C:2]1[C:6]([C:7]2[CH:8]=[C:9]3[N:15]([C@H:16]([C:18]4[CH:23]=[CH:22][CH:21]=[CH:20][N:19]=4)[CH3:17])[CH:14]=[C:13]([C:24]4[CH:33]=[CH:32][C:27]([C:28]([O:30]C)=[O:29])=[CH:26][CH:25]=4)[C:10]3=[N:11][CH:12]=2)=[C:5]([CH3:34])[O:4][N:3]=1.[OH-].[Li+].O.Cl. Product: [CH3:1][C:2]1[C:6]([C:7]2[CH:8]=[C:9]3[N:15]([C@H:16]([C:18]4[CH:23]=[CH:22][CH:21]=[CH:20][N:19]=4)[CH3:17])[CH:14]=[C:13]([C:24]4[CH:25]=[CH:26][C:27]([C:28]([OH:30])=[O:29])=[CH:32][CH:33]=4)[C:10]3=[N:11][CH:12]=2)=[C:5]([CH3:34])[O:4][N:3]=1. The catalyst class is: 1. (2) Reactant: [Br:1][C:2]1[CH:3]=[C:4]([CH:6]=[C:7]([Br:12])[C:8]=1[O:9][CH2:10][CH3:11])[NH2:5].[CH2:13](N(CC)CC)C.ClC1C=C(N[C:30]([C:32]2[CH:40]=[CH:39][C:35]([C:36]([OH:38])=[O:37])=[CH:34][CH:33]=2)=[O:31])C=C(Cl)C=1O. Product: [Br:1][C:2]1[CH:3]=[C:4]([NH:5][C:30]([C:32]2[CH:40]=[CH:39][C:35]([C:36]([O:38][CH3:13])=[O:37])=[CH:34][CH:33]=2)=[O:31])[CH:6]=[C:7]([Br:12])[C:8]=1[O:9][CH2:10][CH3:11]. The catalyst class is: 2. (3) Reactant: [NH:1](C(OC(C)(C)C)=O)[CH2:2][C:3]([NH:5][CH2:6][C:7]([O:9][CH2:10][C:11]1[CH:16]=[CH:15][CH:14]=[CH:13][CH:12]=1)=[O:8])=[O:4].[C:24]([OH:30])([C:26]([F:29])([F:28])[F:27])=[O:25]. Product: [NH2:1][CH2:2][C:3]([NH:5][CH2:6][C:7]([O:9][CH2:10][C:11]1[CH:12]=[CH:13][CH:14]=[CH:15][CH:16]=1)=[O:8])=[O:4].[F:27][C:26]([C:24]([OH:30])=[O:25])([F:29])[F:28]. The catalyst class is: 2. (4) Reactant: COC1C=CC(C[N:8]2[C:12]3[N:13]=[C:14]4[CH2:21][N:20]([CH3:22])[CH2:19][CH2:18][N:15]4[C:16](=[O:17])[C:11]=3[C:10]([NH:23][C:24]3[CH:29]=[CH:28][CH:27]=[CH:26][CH:25]=3)=[N:9]2)=CC=1.S(=O)(=O)(O)O. Product: [CH3:22][N:20]1[CH2:19][CH2:18][N:15]2[C:16](=[O:17])[C:11]3[C:10]([NH:23][C:24]4[CH:29]=[CH:28][CH:27]=[CH:26][CH:25]=4)=[N:9][NH:8][C:12]=3[N:13]=[C:14]2[CH2:21]1. The catalyst class is: 55. (5) Product: [NH:21]1[C:1]([C:3]2[CH:12]=[CH:11][C:6]([C:7]([O:9][CH3:10])=[O:8])=[CH:5][CH:4]=2)=[N:2][N:23]=[N:22]1. The catalyst class is: 11. Reactant: [C:1]([C:3]1[CH:12]=[CH:11][C:6]([C:7]([O:9][CH3:10])=[O:8])=[CH:5][CH:4]=1)#[N:2].Cl.C(N(CC)CC)C.[N-:21]=[N+:22]=[N-:23].[Na+].O. (6) Reactant: C([N:8]1[CH2:12][CH2:11][C@H:10]([S:13][C:14]([C:27]2[CH:32]=[CH:31][CH:30]=[CH:29][CH:28]=2)([C:21]2[CH:26]=[CH:25][CH:24]=[CH:23][CH:22]=2)[C:15]2[CH:20]=[CH:19][CH:18]=[CH:17][CH:16]=2)[C@@H:9]1[CH:33]=O)(OC(C)(C)C)=O.[NH2:35][C:36]1[CH:37]=[CH:38][C:39]([CH2:56][C:57]2[CH:62]=[CH:61][CH:60]=[CH:59][CH:58]=2)=[C:40]([CH:55]=1)[C:41]([NH:43][C@@H:44]([CH2:51][CH2:52][S:53][CH3:54])[C:45]([O:47][CH:48]([CH3:50])[CH3:49])=[O:46])=[O:42].C(O)(=O)C.C([BH3-])#N.[Na+]. Product: [CH2:56]([C:39]1[CH:38]=[CH:37][C:36]([NH:35][CH2:33][C@H:9]2[C@@H:10]([S:13][C:14]([C:21]3[CH:26]=[CH:25][CH:24]=[CH:23][CH:22]=3)([C:15]3[CH:16]=[CH:17][CH:18]=[CH:19][CH:20]=3)[C:27]3[CH:32]=[CH:31][CH:30]=[CH:29][CH:28]=3)[CH2:11][CH2:12][NH:8]2)=[CH:55][C:40]=1[C:41]([NH:43][C@@H:44]([CH2:51][CH2:52][S:53][CH3:54])[C:45]([O:47][CH:48]([CH3:50])[CH3:49])=[O:46])=[O:42])[C:57]1[CH:58]=[CH:59][CH:60]=[CH:61][CH:62]=1. The catalyst class is: 32. (7) The catalyst class is: 8. Reactant: [C:1]([O:5][C:6]([NH:8][CH2:9][C:10]1[C:11]([C:29]2[CH:34]=[CH:33][C:32]([CH3:35])=[CH:31][CH:30]=2)=[C:12]([CH2:21][NH:22][CH2:23][C:24]([O:26]CC)=[O:25])[C:13]([CH3:20])=[N:14][C:15]=1[CH2:16][CH:17]([CH3:19])[CH3:18])=[O:7])([CH3:4])([CH3:3])[CH3:2].[OH-].[Na+].Cl. Product: [C:1]([O:5][C:6]([NH:8][CH2:9][C:10]1[C:11]([C:29]2[CH:30]=[CH:31][C:32]([CH3:35])=[CH:33][CH:34]=2)=[C:12]([CH2:21][NH:22][CH2:23][C:24]([OH:26])=[O:25])[C:13]([CH3:20])=[N:14][C:15]=1[CH2:16][CH:17]([CH3:18])[CH3:19])=[O:7])([CH3:2])([CH3:3])[CH3:4].